This data is from Catalyst prediction with 721,799 reactions and 888 catalyst types from USPTO. The task is: Predict which catalyst facilitates the given reaction. Product: [CH2:1]([N:4]([CH2:5][CH:6]=[CH2:7])[CH2:9][CH2:10][CH2:11][CH2:12][CH2:13][CH2:14][CH2:15][CH2:16][CH2:17][CH2:18][N:4]([CH2:5][CH:26]=[CH2:27])[CH2:1][CH:2]=[CH2:3])[CH:2]=[CH2:3]. The catalyst class is: 4. Reactant: [CH2:1]([NH:4][CH2:5][CH:6]=[CH2:7])[CH:2]=[CH2:3].Br[CH2:9][CH2:10][CH2:11][CH2:12][CH2:13][CH2:14][CH2:15][CH2:16][CH2:17][CH2:18]Br.C(=O)([O-])[O-].[K+].[K+].[CH2:26](O)[CH3:27].